From a dataset of Forward reaction prediction with 1.9M reactions from USPTO patents (1976-2016). Predict the product of the given reaction. (1) Given the reactants P(Br)(Br)[Br:2].O1CCCC1.O[CH2:11][C:12]1[N:16]([CH3:17])[N:15]=[CH:14][C:13]=1[C:18]1[O:22][N:21]=[C:20]([C:23]2[CH:24]=[C:25]([S:29]([NH2:32])(=[O:31])=[O:30])[CH:26]=[CH:27][CH:28]=2)[N:19]=1, predict the reaction product. The product is: [Br:2][CH2:11][C:12]1[N:16]([CH3:17])[N:15]=[CH:14][C:13]=1[C:18]1[O:22][N:21]=[C:20]([C:23]2[CH:24]=[C:25]([S:29]([NH2:32])(=[O:31])=[O:30])[CH:26]=[CH:27][CH:28]=2)[N:19]=1. (2) Given the reactants [Mg].Br[C:3]1[C:8]([CH:9]([CH3:11])[CH3:10])=[CH:7][C:6]([CH:12]([CH3:14])[CH3:13])=[CH:5][C:4]=1[CH:15]([CH3:17])[CH3:16].Br[C:19]1[C:24]([O:25][CH3:26])=[CH:23][CH:22]=[C:21]([O:27][CH3:28])[C:20]=1[I:29].II, predict the reaction product. The product is: [I:29][C:20]1[C:21]([O:27][CH3:28])=[CH:22][CH:23]=[C:24]([O:25][CH3:26])[C:19]=1[C:3]1[C:8]([CH:9]([CH3:11])[CH3:10])=[CH:7][C:6]([CH:12]([CH3:14])[CH3:13])=[C:5]([C:3]2[CH:8]=[CH:7][CH:6]=[CH:5][CH:4]=2)[C:4]=1[CH:15]([CH3:17])[CH3:16]. (3) Given the reactants C[O:2][C:3]([C:5]1[N:6]=[C:7]2[C:12]([C:13]#[N:14])=[CH:11][C:10]([C:15]3[CH:19]=[CH:18][O:17][CH:16]=3)=[CH:9][N:8]2[C:20]=1[Cl:21])=[O:4].C[Si](C)(C)[O-].[K+].O.C(O)(=O)CC(CC(O)=O)(C(O)=O)O, predict the reaction product. The product is: [Cl:21][C:20]1[N:8]2[CH:9]=[C:10]([C:15]3[CH:19]=[CH:18][O:17][CH:16]=3)[CH:11]=[C:12]([C:13]#[N:14])[C:7]2=[N:6][C:5]=1[C:3]([OH:4])=[O:2].